From a dataset of Catalyst prediction with 721,799 reactions and 888 catalyst types from USPTO. Predict which catalyst facilitates the given reaction. (1) Reactant: [CH:1]([CH:3]1[CH2:8][CH2:7][N:6]([C:9]([O:11][C:12]([CH3:15])([CH3:14])[CH3:13])=[O:10])[CH2:5][CH2:4]1)=O.[CH2:16]([NH:19][C:20]1[CH2:24][S:23][C:22](=[O:25])[N:21]=1)[C:17]#[CH:18].C([O-])(=O)C.[NH2+]1CCCCC1. Product: [O:25]=[C:22]1[N:21]=[C:20]([NH:19][CH2:16][C:17]#[CH:18])/[C:24](=[CH:1]/[CH:3]2[CH2:8][CH2:7][N:6]([C:9]([O:11][C:12]([CH3:15])([CH3:14])[CH3:13])=[O:10])[CH2:5][CH2:4]2)/[S:23]1. The catalyst class is: 41. (2) Reactant: [Cl:1][C:2]1[CH:7]=[CH:6][CH:5]=[CH:4][C:3]=1[NH:8][C:9]1[C:10]([C:19]([OH:21])=[O:20])=[CH:11][C:12]2[O:16][CH:15]=[N:14][C:13]=2[C:17]=1[F:18].C1C(=O)N([Br:29])C(=O)C1. Product: [Br:29][C:6]1[CH:5]=[CH:4][C:3]([NH:8][C:9]2[C:10]([C:19]([OH:21])=[O:20])=[CH:11][C:12]3[O:16][CH:15]=[N:14][C:13]=3[C:17]=2[F:18])=[C:2]([Cl:1])[CH:7]=1. The catalyst class is: 3. (3) Reactant: [Br:1][C:2]1[C:3]([CH3:20])=[N:4][N:5]([CH2:14]C(OCC)=O)[C:6]=1[C:7]1[CH:12]=[CH:11][C:10]([F:13])=[CH:9][CH:8]=1.[CH3:21][Mg+].[Br-].C([O:27][CH2:28][CH3:29])(=O)C.Cl. Product: [Br:1][C:2]1[C:3]([CH3:20])=[N:4][N:5]([CH2:14][C:28]([CH3:29])([OH:27])[CH3:21])[C:6]=1[C:7]1[CH:12]=[CH:11][C:10]([F:13])=[CH:9][CH:8]=1. The catalyst class is: 7. (4) Reactant: [NH2:1][C:2]1[CH:3]=[C:4]2[C:8](=[CH:9][CH:10]=1)[C:7](=[O:11])[N:6]([CH2:12][C:13]([O:15][CH3:16])=[O:14])[C:5]2=[O:17].[CH3:18][S:19](Cl)(=[O:21])=[O:20]. Product: [CH3:18][S:19]([NH:1][C:2]1[CH:3]=[C:4]2[C:8](=[CH:9][CH:10]=1)[C:7](=[O:11])[N:6]([CH2:12][C:13]([O:15][CH3:16])=[O:14])[C:5]2=[O:17])(=[O:21])=[O:20]. The catalyst class is: 17. (5) Reactant: Br[C:2]1[CH:3]=[C:4]2[C:8](=[CH:9][CH:10]=1)[N:7]([CH2:11][C:12]1[CH:17]=[CH:16][C:15]([O:18][CH3:19])=[CH:14][CH:13]=1)[N:6]=[CH:5]2.[C:20]([O:24][C:25]([N:27]1[CH2:32][CH2:31][CH2:30][C@H:29]([NH2:33])[CH2:28]1)=[O:26])([CH3:23])([CH3:22])[CH3:21].CC(C)([O-])C.[Na+]. Product: [CH3:19][O:18][C:15]1[CH:16]=[CH:17][C:12]([CH2:11][N:7]2[C:8]3[C:4](=[CH:3][C:2]([NH:33][C@H:29]4[CH2:30][CH2:31][CH2:32][N:27]([C:25]([O:24][C:20]([CH3:23])([CH3:22])[CH3:21])=[O:26])[CH2:28]4)=[CH:10][CH:9]=3)[CH:5]=[N:6]2)=[CH:13][CH:14]=1. The catalyst class is: 11. (6) Reactant: Cl.FC1C=C([N:9]2[CH2:13][CH:12]([CH2:14][N:15]3[CH:19]=[C:18]([Si](C)(C)C)[N:17]=[N:16]3)[O:11][C:10]2=[O:24])C=CC=1C1C=CC(CNCC2N=NN(CC3C=CC(OC)=CC=3)C=2)=CC=1.[F-].C([N+](CCCC)(CCCC)CCCC)CCC.C1COCC1. The catalyst class is: 15. Product: [N:15]1([CH2:14][CH:12]2[O:11][C:10](=[O:24])[NH:9][CH2:13]2)[CH:19]=[CH:18][N:17]=[N:16]1.